Task: Predict the reactants needed to synthesize the given product.. Dataset: Full USPTO retrosynthesis dataset with 1.9M reactions from patents (1976-2016) (1) Given the product [F:1][C:2]1[CH:3]=[C:4]([S:8]([C:9]2[CH:14]=[CH:13][C:12]3[C:15]4[CH2:20][CH2:19][NH:18][C:17]([CH2:22][N:23]5[C:35](=[O:36])[C:30]6[C:25](=[CH:26][CH:27]=[CH:28][CH:29]=6)[C:24]5=[O:33])([CH3:21])[C:16]=4[O:34][C:11]=3[CH:10]=2)(=[O:37])=[O:43])[CH:5]=[CH:6][CH:7]=1, predict the reactants needed to synthesize it. The reactants are: [F:1][C:2]1[CH:3]=[C:4]([S:8][C:9]2[CH:14]=[CH:13][C:12]3[C:15]4[CH2:20][CH2:19][NH:18][C:17]([CH2:22][N:23]5C(=O)[C:30]6[C:25](=[CH:26][CH:27]=[CH:28][CH:29]=6)[C:24]5=[O:33])([CH3:21])[C:16]=4[O:34][C:11]=3[CH:10]=2)[CH:5]=[CH:6][CH:7]=1.[CH3:35][OH:36].[OH:37]OS([O-])=O.[K+].[OH2:43]. (2) Given the product [CH:21]1([C:19]([N:16]2[CH2:17][CH2:18][C@@H:14]([CH2:13][C:12]3[N:8]([C:5]4[CH:6]=[CH:7][C:2]([C:34]5[CH:35]=[C:36]6[C:40](=[CH:41][CH:42]=5)[NH:39][N:38]=[CH:37]6)=[CH:3][C:4]=4[F:25])[C:9](=[O:24])[NH:10][N:11]=3)[CH2:15]2)=[O:20])[CH2:23][CH2:22]1, predict the reactants needed to synthesize it. The reactants are: Br[C:2]1[CH:7]=[CH:6][C:5]([N:8]2[C:12]([CH2:13][C@@H:14]3[CH2:18][CH2:17][N:16]([C:19]([CH:21]4[CH2:23][CH2:22]4)=[O:20])[CH2:15]3)=[N:11][NH:10][C:9]2=[O:24])=[C:4]([F:25])[CH:3]=1.CC1(C)C(C)(C)OB([C:34]2[CH:35]=[C:36]3[C:40](=[CH:41][CH:42]=2)[NH:39][N:38]=[CH:37]3)O1.C(=O)([O-])[O-].[K+].[K+]. (3) Given the product [CH3:8][C:4]1[N:3]=[C:2]([Sn:18]([CH2:19][CH2:20][CH2:21][CH3:22])([CH2:23][CH2:24][CH2:25][CH3:26])[CH2:14][CH2:15][CH2:16][CH3:17])[CH:7]=[CH:6][CH:5]=1, predict the reactants needed to synthesize it. The reactants are: Br[C:2]1[CH:7]=[CH:6][CH:5]=[C:4]([CH3:8])[N:3]=1.[Li]CCCC.[CH2:14]([Sn:18](Cl)([CH2:23][CH2:24][CH2:25][CH3:26])[CH2:19][CH2:20][CH2:21][CH3:22])[CH2:15][CH2:16][CH3:17]. (4) Given the product [Br:1][C:2]1[N:7]=[C:6]([C:8]2[C:10]3[C:11](=[N:12][C:13]([Cl:16])=[N:14][CH:15]=3)[NH:19][N:18]=2)[CH:5]=[CH:4][CH:3]=1, predict the reactants needed to synthesize it. The reactants are: [Br:1][C:2]1[N:7]=[C:6]([C:8]([C:10]2[C:11](Cl)=[N:12][C:13]([Cl:16])=[N:14][CH:15]=2)=O)[CH:5]=[CH:4][CH:3]=1.[NH2:18][NH2:19].